Dataset: Reaction yield outcomes from USPTO patents with 853,638 reactions. Task: Predict the reaction yield, written as a fraction of the theoretical maximum amount of product (1.0 means a 100% yield; for example, 0.34 means a 34% yield). (1) The reactants are C(=O)([O:6][CH2:7][C:8]1[S:9][C:10]2[CH:16]=[CH:15][C:14](N)=[CH:13][C:11]=2[N:12]=1)OCC=C.N([O-])=O.[Na+].[S:23]([O-:26])([O-])=[O:24].[Na+].[Na+].S(Cl)(Cl)(=O)=O.C(=O)(O)[O-].[Na+].[F:39][C:40]([F:50])([F:49])[C:41]1[CH:48]=[CH:47][C:44]([CH2:45][NH2:46])=[CH:43][CH:42]=1. The catalyst is Cl.O.C1COCC1.S([O-])([O-])(=O)=O.[Cu+2]. The product is [OH:6][CH2:7][C:8]1[S:9][C:10]2[CH:16]=[CH:15][C:14]([S:23]([NH:46][CH2:45][C:44]3[CH:43]=[CH:42][C:41]([C:40]([F:39])([F:49])[F:50])=[CH:48][CH:47]=3)(=[O:26])=[O:24])=[CH:13][C:11]=2[N:12]=1. The yield is 0.0900. (2) The catalyst is C1COCC1.Cl.CCOCC. The reactants are [N:1]([CH2:4][C@@H:5]([NH:12]C(=O)OC(C)(C)C)[C:6]1[CH:11]=[CH:10][CH:9]=[CH:8][CH:7]=1)=[N+:2]=[N-:3].O1CCOCC1. The product is [N:1]([CH2:4][C@@H:5]([NH2:12])[C:6]1[CH:7]=[CH:8][CH:9]=[CH:10][CH:11]=1)=[N+:2]=[N-:3]. The yield is 0.850.